From a dataset of Drug-target binding data from BindingDB using IC50 measurements. Regression. Given a target protein amino acid sequence and a drug SMILES string, predict the binding affinity score between them. We predict pIC50 (pIC50 = -log10(IC50 in M); higher means more potent). Dataset: bindingdb_ic50. (1) The compound is Cc1[nH]n(-c2ccc(OC(F)(F)F)cc2)c(=O)c1C1(C(F)(F)F)C(=O)N(c2ccccc2)C2=C1C(=O)CC(C)(C)C2. The target protein (Q9BW60) has sequence MEAVVNLYQEVMKHADPRIQGYPLMGSPLLMTSILLTYVYFVLSLGPRIMANRKPFQLRGFMIVYNFSLVALSLYIVYEFLMSGWLSTYTWRCDPVDYSNSPEALRMVRVAWLFLFSKFIELMDTVIFILRKKDGQVTFLHVFHHSVLPWSWWWGVKIAPGGMGSFHAMINSSVHVIMYLYYGLSAFGPVAQPYLWWKKHMTAIQLIQFVLVSLHISQYYFMSSCNYQYPVIIHLIWMYGTIFFMLFSNFWYHSYTKGKRLPRALQQNGAPGIAKVKAN. The pIC50 is 5.0. (2) The drug is COc1ccc2c(/C(C#N)=C/c3cccnc3)c[nH]c2c1. The target protein (O95235) has sequence MSQGILSPPAGLLSDDDVVVSPMFESTAADLGSVVRKNLLSDCSVVSTSLEDKQQVPSEDSMEKVKVYLRVRPLLPSELERQEDQGCVRIENVETLVLQAPKDSFALKSNERGIGQATHRFTFSQIFGPEVGQASFFNLTVKEMVKDVLKGQNWLIYTYGVTNSGKTHTIQGTIKDGGILPRSLALIFNSLQGQLHPTPDLKPLLSNEVIWLDSKQIRQEEMKKLSLLNGGLQEEELSTSLKRSVYIESRIGTSTSFDSGIAGLSSISQCTSSSQLDETSHRWAQPDTAPLPVPANIRFSIWISFFEIYNELLYDLLEPPSQQRKRQTLRLCEDQNGNPYVKDLNWIHVQDAEEAWKLLKVGRKNQSFASTHLNQNSSRSHSIFSIRILHLQGEGDIVPKISELSLCDLAGSERCKDQKSGERLKEAGNINTSLHTLGRCIAALRQNQQNRSKQNLVPFRDSKLTRVFQGFFTGRGRSCMIVNVNPCASTYDETLHVAKF.... The pIC50 is 5.2. (3) The drug is N#CC1(NC(=O)[C@@H]2CCCC[C@H]2C(=O)N2CCN(c3nc4ccccc4s3)CC2)CC1. The target protein (Q3ZKN1) has sequence MWGLEVLLLLPMASFALYPEEILDTQWDLWKKTYRKQYNSKVDELSRRLIWEKNLKHISIHNLEASLGVHTYELAMNHLGDMTSEEVVQKMTGLKVPPSHSRSNDTLYIPDWESRAPDSVDYRKKGYVTPVKNQGQCGSCWAFSSVGALEGQLKKKTGKLLNLSPQNLVDCVSENDGCGGGYMTNAFQYVQKNRGIDSEDAYPYVGQDESCMYNPTGKAAKCRGYREIPEGNEKALKRAVARVGPISVAIDASLTSFQFYSKGVYYDENCNSDNLNHAVLAVGYGIQKGNKHWIIKNSWGENWGNKGYILMARNKNNACGIANLASFPKM. The pIC50 is 7.7. (4) The pIC50 is 5.5. The target protein (P04637) has sequence MEEPQSDPSVEPPLSQETFSDLWKLLPENNVLSPLPSQAMDDLMLSPDDIEQWFTEDPGPDEAPRMPEAAPPVAPAPAAPTPAAPAPAPSWPLSSSVPSQKTYQGSYGFRLGFLHSGTAKSVTCTYSPALNKMFCQLAKTCPVQLWVDSTPPPGTRVRAMAIYKQSQHMTEVVRRCPHHERCSDSDGLAPPQHLIRVEGNLRVEYLDDRNTFRHSVVVPYEPPEVGSDCTTIHYNYMCNSSCMGGMNRRPILTIITLEDSSGNLLGRNSFEVRVCACPGRDRRTEEENLRKKGEPHHELPPGSTKRALPNNTSSSPQPKKKPLDGEYFTLQIRGRERFEMFRELNEALELKDAQAGKEPGGSRAHSSHLKSKKGQSTSRHKKLMFKTEGPDSD. The drug is CC[C@@H](C(=O)OC(C)(C)C)N1C(=O)[C@@H](Cc2nnn[nH]2)C[C@H](c2cccc(Cl)c2)[C@H]1c1ccc(Cl)cc1.